This data is from Forward reaction prediction with 1.9M reactions from USPTO patents (1976-2016). The task is: Predict the product of the given reaction. (1) Given the reactants Br[CH2:2][C:3]1[N:8]=[C:7]([N:9]2C(=O)C3=CC=CC=C3C2=O)[CH:6]=[CH:5][CH:4]=1.[CH3:20][NH2:21].O.NN, predict the reaction product. The product is: [CH3:20][NH:21][CH2:2][C:3]1[N:8]=[C:7]([NH2:9])[CH:6]=[CH:5][CH:4]=1. (2) Given the reactants C(=O)([O-])[O-].[K+].[K+].[CH3:7][O:8][C:9](=[O:34])[CH:10]([NH:19][C:20]1[CH:25]=[CH:24][CH:23]=[CH:22][C:21]=1[C:26](=[O:33])[C:27]1[CH:32]=[CH:31][CH:30]=[CH:29][CH:28]=1)[CH2:11][C:12]1[CH:17]=[CH:16][C:15]([OH:18])=[CH:14][CH:13]=1.[Br:35][CH2:36][CH2:37]Br, predict the reaction product. The product is: [CH3:7][O:8][C:9](=[O:34])[CH:10]([NH:19][C:20]1[CH:25]=[CH:24][CH:23]=[CH:22][C:21]=1[C:26](=[O:33])[C:27]1[CH:32]=[CH:31][CH:30]=[CH:29][CH:28]=1)[CH2:11][C:12]1[CH:13]=[CH:14][C:15]([O:18][CH2:37][CH2:36][Br:35])=[CH:16][CH:17]=1. (3) Given the reactants [Br:1][C:2]1[N:7]=[CH:6][C:5]([NH2:8])=[C:4](I)[CH:3]=1.[F:10][C:11]1[C:16](B(O)O)=[CH:15][CH:14]=[CH:13][N:12]=1, predict the reaction product. The product is: [Br:1][C:2]1[N:7]=[CH:6][C:5]([NH2:8])=[C:4]([C:16]2[C:11]([F:10])=[N:12][CH:13]=[CH:14][CH:15]=2)[CH:3]=1. (4) Given the reactants FC(F)OC1C=C(C(O)=O)N(C)N=1.[CH3:14][N:15]1[C:19]([C:20]([O:22]C)=[O:21])=[C:18]([C:24]([F:27])([F:26])[F:25])[C:17]([C:28]2[CH:33]=[CH:32][C:31]([C:34]([F:37])([F:36])[F:35])=[CH:30][CH:29]=2)=[N:16]1, predict the reaction product. The product is: [CH3:14][N:15]1[C:19]([C:20]([OH:22])=[O:21])=[C:18]([C:24]([F:25])([F:26])[F:27])[C:17]([C:28]2[CH:33]=[CH:32][C:31]([C:34]([F:35])([F:36])[F:37])=[CH:30][CH:29]=2)=[N:16]1.